Task: Predict the reaction yield, written as a fraction of the theoretical maximum amount of product (1.0 means a 100% yield; for example, 0.34 means a 34% yield).. Dataset: Reaction yield outcomes from USPTO patents with 853,638 reactions (1) The reactants are [Br:1][C:2]1[S:3][C:4]([C:8]([OH:10])=O)=[C:5]([CH3:7])[N:6]=1.CN1CCOCC1.ClC(OCC(C)C)=O.[NH2:26][CH2:27][C:28]1[CH:29]=[N:30][CH:31]=[CH:32][CH:33]=1. The catalyst is O1CCCC1. The product is [Br:1][C:2]1[S:3][C:4]([C:8]([NH:26][CH2:27][C:28]2[CH:29]=[N:30][CH:31]=[CH:32][CH:33]=2)=[O:10])=[C:5]([CH3:7])[N:6]=1. The yield is 0.520. (2) The reactants are [CH2:1]([N:8]1[CH2:13][CH2:12][C:11](=[O:14])[CH2:10][CH2:9]1)[C:2]1[CH:7]=[CH:6][CH:5]=[CH:4][CH:3]=1.[N+](=[CH:17][C:18]([O:20][CH2:21][CH3:22])=[O:19])=[N-].C(=O)(O)[O-].[Na+]. The catalyst is O1CCCC1. The product is [CH2:1]([N:8]1[CH2:9][CH2:10][C:11](=[O:14])[CH:17]([C:18]([O:20][CH2:21][CH3:22])=[O:19])[CH2:12][CH2:13]1)[C:2]1[CH:7]=[CH:6][CH:5]=[CH:4][CH:3]=1. The yield is 0.270. (3) The reactants are Cl[C:2]1[CH:7]=[CH:6][N:5]=[C:4]2[CH:8]=[C:9]([C:11]([OH:13])=[O:12])[S:10][C:3]=12.[CH3:14][NH:15][C:16]([N:18]1[C:26]2[C:21](=[CH:22][C:23]([NH2:27])=[CH:24][CH:25]=2)[CH:20]=[C:19]1[CH3:28])=[O:17]. The catalyst is CS(C)=O. The product is [CH3:28][C:19]1[N:18]([C:16](=[O:17])[NH:15][CH3:14])[C:26]2[C:21]([CH:20]=1)=[CH:22][C:23]([NH:27][C:2]1[CH:7]=[CH:6][N:5]=[C:4]3[CH:8]=[C:9]([C:11]([OH:13])=[O:12])[S:10][C:3]=13)=[CH:24][CH:25]=2. The yield is 0.980. (4) The reactants are Cl.C[C:3]1[C:4](=[CH:9][C:10]2[NH:11][C:12](C)=[CH:13][C:14]=2C)[N:5]=[C:6](C)[CH:7]=1.C(N(CC)CC)C.[B:24](F)([F:26])[F:25].CCOCC. The catalyst is ClCCl. The product is [B-:24]1([F:26])([F:25])[N+:5]2=[CH:6][CH:7]=[CH:3][C:4]2=[CH:9][C:10]2[N:11]1[CH:12]=[CH:13][CH:14]=2. The yield is 0.820. (5) The reactants are [F:1][C:2]1[CH:3]=[CH:4][C:5]2=[C:6]([CH:33]=1)[O:7][CH2:8][C:9]1[CH:19]=[C:18]([CH2:20][N:21]3[C:25]4[CH:26]=[CH:27][CH:28]=[C:29]([OH:30])[C:24]=4[N:23]=[C:22]3[CH2:31][OH:32])[CH:17]=[CH:16][C:10]=1/[C:11]/2=[C:12](/[CH3:15])\[C:13]#[N:14].N1C(C)=CC=CC=1C.FC(F)(F)S(O[Si:48]([C:51]([CH3:54])([CH3:53])[CH3:52])([CH3:50])[CH3:49])(=O)=O.C(=O)([O-])O.[Na+].C(=O)([O-])[O-].[K+].[K+]. The catalyst is ClCCl.O. The product is [O:32]([CH2:31][C:22]1[N:21]([CH2:20][C:18]2[CH:17]=[CH:16][C:10]3/[C:11](=[C:12](/[CH3:15])\[C:13]#[N:14])/[C:5]4[CH:4]=[CH:3][C:2]([F:1])=[CH:33][C:6]=4[O:7][CH2:8][C:9]=3[CH:19]=2)[C:25]2[CH:26]=[CH:27][CH:28]=[C:29]([OH:30])[C:24]=2[N:23]=1)[Si:48]([C:51]([CH3:54])([CH3:53])[CH3:52])([CH3:50])[CH3:49]. The yield is 0.660.